Dataset: Forward reaction prediction with 1.9M reactions from USPTO patents (1976-2016). Task: Predict the product of the given reaction. (1) Given the reactants [NH:1]1[C:9]2[C:4](=[CH:5][CH:6]=[CH:7][CH:8]=2)[C@@:3]2([C:13]3[CH:14]=[C:15]4[O:20][CH2:19][O:18][C:16]4=[CH:17][C:12]=3[O:11][CH2:10]2)[C:2]1=O.Br[CH2:23][C:24]1[O:25][C:26]([C:29]([F:32])([F:31])[F:30])=[CH:27][CH:28]=1.C(=O)([O-])[O-].[Cs+].[Cs+], predict the reaction product. The product is: [F:30][C:29]([F:32])([F:31])[C:26]1[O:25][C:24]([CH2:23][N:1]2[C:9]3[C:4](=[CH:5][CH:6]=[CH:7][CH:8]=3)[C@:3]3([C:13]4=[CH:14][C:15]5[O:20][CH2:19][O:18][C:16]=5[CH:17]=[C:12]4[O:11][CH2:10]3)[CH2:2]2)=[CH:28][CH:27]=1. (2) Given the reactants [N+:1]([C:4]1[CH:5]=[C:6]([S:10](Cl)(=[O:12])=[O:11])[CH:7]=[CH:8][CH:9]=1)([O-:3])=[O:2].[NH2:14][CH2:15][CH2:16][CH2:17][CH2:18][N:19]1[C:31]2[C:30]3[CH:29]=[CH:28][CH:27]=[CH:26][C:25]=3[N:24]=[C:23]([NH2:32])[C:22]=2[N:21]=[C:20]1[CH2:33][CH2:34][CH2:35][CH3:36], predict the reaction product. The product is: [NH2:32][C:23]1[C:22]2[N:21]=[C:20]([CH2:33][CH2:34][CH2:35][CH3:36])[N:19]([CH2:18][CH2:17][CH2:16][CH2:15][NH:14][S:10]([C:6]3[CH:7]=[CH:8][CH:9]=[C:4]([N+:1]([O-:3])=[O:2])[CH:5]=3)(=[O:12])=[O:11])[C:31]=2[C:30]2[CH:29]=[CH:28][CH:27]=[CH:26][C:25]=2[N:24]=1. (3) Given the reactants C(O)(C(F)(F)F)C(F)(F)F.[O:11]=[C:12]1[O:18][C@H:17]([C@H:19]([CH2:21][OH:22])[OH:20])[C:15]([OH:16])=[C:13]1[OH:14].[CH2:23]1[O:31][CH:24]1[C:25]1[CH:30]=[CH:29][CH:28]=[CH:27][CH:26]=1, predict the reaction product. The product is: [OH:31][CH2:23][CH:24]([O:16][C:15]1[C@@H:17]([C@H:19]([CH2:21][OH:22])[OH:20])[O:18][C:12](=[O:11])[C:13]=1[OH:14])[C:25]1[CH:30]=[CH:29][CH:28]=[CH:27][CH:26]=1. (4) Given the reactants [CH2:1]([O:8][C:9]([N:11]([CH:13]([CH:27]1[CH2:31][CH2:30][CH:29]([CH2:32]O)[CH2:28]1)[C:14]1[NH:15][C:16](=[O:26])[C:17]([OH:25])=[C:18]([C:20]([O:22][CH2:23][CH3:24])=[O:21])[N:19]=1)[CH3:12])=[O:10])[C:2]1[CH:7]=[CH:6][CH:5]=[CH:4][CH:3]=1.C(N(CC)CC)C.CS(Cl)(=O)=O.C(OC(N(C(C1CCC(COS(C)(=O)=O)C1)C1N(S(C)(=O)=O)C(=O)C(OS(C)(=O)=O)=C(C(OCC)=O)N=1)C)=O)C1C=CC=CC=1.C([O-])([O-])=O.[Cs+].[Cs+].Cl, predict the reaction product. The product is: [CH2:1]([O:8][C:9]([N:11]([CH3:12])[C:13]12[CH2:32][CH:29]([CH2:30][CH2:31][CH2:27]1)[CH2:28][N:15]1[C:16](=[O:26])[C:17]([OH:25])=[C:18]([C:20]([O:22][CH2:23][CH3:24])=[O:21])[N:19]=[C:14]21)=[O:10])[C:2]1[CH:7]=[CH:6][CH:5]=[CH:4][CH:3]=1.